From a dataset of NCI-60 drug combinations with 297,098 pairs across 59 cell lines. Regression. Given two drug SMILES strings and cell line genomic features, predict the synergy score measuring deviation from expected non-interaction effect. (1) Drug 1: COC1=CC(=CC(=C1O)OC)C2C3C(COC3=O)C(C4=CC5=C(C=C24)OCO5)OC6C(C(C7C(O6)COC(O7)C8=CC=CS8)O)O. Drug 2: C1=NC2=C(N1)C(=S)N=C(N2)N. Cell line: HOP-62. Synergy scores: CSS=42.1, Synergy_ZIP=-4.39, Synergy_Bliss=-5.73, Synergy_Loewe=-5.17, Synergy_HSA=-1.18. (2) Drug 1: CN(CCCl)CCCl.Cl. Drug 2: B(C(CC(C)C)NC(=O)C(CC1=CC=CC=C1)NC(=O)C2=NC=CN=C2)(O)O. Cell line: NCIH23. Synergy scores: CSS=48.7, Synergy_ZIP=-5.15, Synergy_Bliss=-1.71, Synergy_Loewe=-36.5, Synergy_HSA=-1.52. (3) Drug 1: C1C(C(OC1N2C=NC3=C(N=C(N=C32)Cl)N)CO)O. Drug 2: C(CCl)NC(=O)N(CCCl)N=O. Cell line: MDA-MB-231. Synergy scores: CSS=41.3, Synergy_ZIP=-5.52, Synergy_Bliss=-5.18, Synergy_Loewe=-0.179, Synergy_HSA=0.653.